Dataset: Forward reaction prediction with 1.9M reactions from USPTO patents (1976-2016). Task: Predict the product of the given reaction. (1) The product is: [F:36][C:37]([F:49])([F:48])[C:3]([OH:5])=[O:4].[N:24]1[C:33]2[C:28](=[CH:29][CH:30]=[CH:31][CH:32]=2)[C:27]([CH2:34][N:1]2[CH2:2][C:3](=[O:4])[N:45]([C:44]3[CH:46]=[CH:47][C:41]([S:38]([C:37]([F:48])([F:36])[F:49])(=[O:39])=[O:40])=[CH:42][CH:43]=3)[C:7]2=[O:8])=[CH:26][CH:25]=1. Given the reactants [NH:1]([C:7](OCC1C2C(=CC=CC=2)C2C1=CC=CC=2)=[O:8])[CH:2](O)[C:3]([OH:5])=[O:4].[N:24]1[C:33]2[C:28](=[CH:29][CH:30]=[CH:31][CH:32]=2)[C:27]([CH:34]=O)=[CH:26][CH:25]=1.[F:36][C:37]([F:49])([F:48])[S:38]([C:41]1[CH:47]=[CH:46][C:44]([NH2:45])=[CH:43][CH:42]=1)(=[O:40])=[O:39], predict the reaction product. (2) Given the reactants [NH:1]1[CH:5]=[C:4]([C:6]2[CH:22]=[CH:21][C:9]3[C:10]4[N:11]=[C:12]([C:18]([OH:20])=O)[S:13][C:14]=4[CH2:15][CH2:16][O:17][C:8]=3[CH:7]=2)[CH:3]=[N:2]1.[CH:23]([NH:26][CH2:27][CH2:28][OH:29])([CH3:25])[CH3:24], predict the reaction product. The product is: [OH:29][CH2:28][CH2:27][N:26]([CH:23]([CH3:25])[CH3:24])[C:18]([C:12]1[S:13][C:14]2[CH2:15][CH2:16][O:17][C:8]3[CH:7]=[C:6]([C:4]4[CH:3]=[N:2][NH:1][CH:5]=4)[CH:22]=[CH:21][C:9]=3[C:10]=2[N:11]=1)=[O:20].